The task is: Predict the reaction yield, written as a fraction of the theoretical maximum amount of product (1.0 means a 100% yield; for example, 0.34 means a 34% yield).. This data is from Reaction yield outcomes from USPTO patents with 853,638 reactions. (1) The reactants are C([O:8][C:9]1[CH:10]=[CH:11][C:12]2[O:16][C:15]([CH:17]([NH:24][C:25]3[CH:30]=[CH:29][C:28]([C:31]([N:33]([CH3:41])[CH2:34][CH2:35][C:36]([O:38][CH2:39][CH3:40])=[O:37])=[O:32])=[CH:27][CH:26]=3)[CH:18]3[CH2:23][CH2:22][CH2:21][CH2:20][CH2:19]3)=[C:14]([CH3:42])[C:13]=2[CH:43]=1)C1C=CC=CC=1. The product is [CH:18]1([CH:17]([NH:24][C:25]2[CH:26]=[CH:27][C:28]([C:31]([N:33]([CH3:41])[CH2:34][CH2:35][C:36]([O:38][CH2:39][CH3:40])=[O:37])=[O:32])=[CH:29][CH:30]=2)[C:15]2[O:16][C:12]3[CH:11]=[CH:10][C:9]([OH:8])=[CH:43][C:13]=3[C:14]=2[CH3:42])[CH2:23][CH2:22][CH2:21][CH2:20][CH2:19]1. The yield is 0.790. The catalyst is C(O)C.[Pt]=O. (2) The reactants are [CH2:1]([N:8]1[CH:12]=[CH:11][N:10]=[C:9]1[CH:13]=O)[C:2]1[CH:7]=[CH:6][CH:5]=[CH:4][CH:3]=1.[NH2:15][C:16]1[CH:24]=[CH:23][CH:22]=[C:21]2[C:17]=1[CH2:18][O:19][C:20]2=[O:25].S([O-])([O-])(=O)=O.[Mg+2]. The catalyst is C(#N)C. The product is [CH2:1]([N:8]1[CH:12]=[CH:11][N:10]=[C:9]1/[CH:13]=[N:15]/[C:16]1[CH:24]=[CH:23][CH:22]=[C:21]2[C:17]=1[CH2:18][O:19][C:20]2=[O:25])[C:2]1[CH:3]=[CH:4][CH:5]=[CH:6][CH:7]=1. The yield is 0.650. (3) The product is [Br:11][CH:3]([C:2](=[O:1])[CH2:9][CH3:10])[C:4]([O:6][CH2:7][CH3:8])=[O:5]. The yield is 0.940. The reactants are [O:1]=[C:2]([CH2:9][CH3:10])[CH2:3][C:4]([O:6][CH2:7][CH3:8])=[O:5].[Br:11]Br. The catalyst is O. (4) The reactants are [NH2:1][CH:2]([CH2:12][C:13]1[CH:18]=[CH:17][C:16]([C:19]([F:22])([F:21])[F:20])=[CH:15][CH:14]=1)[CH:3]([C:5]1[CH:10]=[CH:9][C:8]([F:11])=[CH:7][CH:6]=1)[OH:4].[O:23]([C:30]1[CH:38]=[CH:37][C:33]([C:34](O)=[O:35])=[CH:32][CH:31]=1)[C:24]1[CH:29]=[CH:28][CH:27]=[CH:26][CH:25]=1.Cl.C(N=C=NCCCN(C)C)C.ON1C2C=CC=CC=2N=N1. The catalyst is C(#N)C.O. The product is [F:11][C:8]1[CH:9]=[CH:10][C:5]([CH:3]([OH:4])[CH:2]([NH:1][C:34](=[O:35])[C:33]2[CH:32]=[CH:31][C:30]([O:23][C:24]3[CH:29]=[CH:28][CH:27]=[CH:26][CH:25]=3)=[CH:38][CH:37]=2)[CH2:12][C:13]2[CH:18]=[CH:17][C:16]([C:19]([F:22])([F:20])[F:21])=[CH:15][CH:14]=2)=[CH:6][CH:7]=1. The yield is 0.690. (5) The reactants are [Cl:1][C:2]1[CH:7]=[CH:6][C:5]([S:8]([C:11](=[C:14]([NH:17][C:18]2[CH:23]=[C:22]([Cl:24])[CH:21]=[C:20]([Cl:25])[CH:19]=2)SC)[C:12]#[N:13])(=[O:10])=[O:9])=[CH:4][CH:3]=1. The catalyst is NC(CC)C. The product is [CH:18]([NH:17][C:14]([NH:17][C:18]1[CH:23]=[C:22]([Cl:24])[CH:21]=[C:20]([Cl:25])[CH:19]=1)=[C:11]([S:8]([C:5]1[CH:6]=[CH:7][C:2]([Cl:1])=[CH:3][CH:4]=1)(=[O:10])=[O:9])[C:12]#[N:13])([CH2:19][CH3:20])[CH3:23]. The yield is 0.690.